This data is from Catalyst prediction with 721,799 reactions and 888 catalyst types from USPTO. The task is: Predict which catalyst facilitates the given reaction. Reactant: [C:1]([C:4]1[CH:9]=[CH:8][C:7]([S:10]([NH:13][C:14]2[CH:19]=[CH:18][CH:17]=[CH:16][N:15]=2)(=[O:12])=[O:11])=[CH:6][CH:5]=1)(=[O:3])[CH3:2].[NH2:20][C:21]1[CH:26]=[CH:25][CH:24]=[CH:23][C:22]=1[C:27]#[C:28][C:29]1[C:30]([O:39][CH3:40])=[CH:31][C:32]([O:37][CH3:38])=[C:33]([CH:36]=1)[CH:34]=O.C[O-].[Li+]. Product: [NH2:20][C:21]1[CH:26]=[CH:25][CH:24]=[CH:23][C:22]=1[C:27]#[C:28][C:29]1[C:30]([O:39][CH3:40])=[CH:31][C:32]([O:37][CH3:38])=[C:33](/[CH:34]=[CH:2]/[C:1]([C:4]2[CH:5]=[CH:6][C:7]([S:10]([NH:13][C:14]3[CH:19]=[CH:18][CH:17]=[CH:16][N:15]=3)(=[O:12])=[O:11])=[CH:8][CH:9]=2)=[O:3])[CH:36]=1. The catalyst class is: 121.